This data is from Peptide-MHC class II binding affinity with 134,281 pairs from IEDB. The task is: Regression. Given a peptide amino acid sequence and an MHC pseudo amino acid sequence, predict their binding affinity value. This is MHC class II binding data. (1) The peptide sequence is TQCMNIMESIPANTI. The MHC is HLA-DQA10501-DQB10201 with pseudo-sequence HLA-DQA10501-DQB10201. The binding affinity (normalized) is 0.341. (2) The peptide sequence is TDALRTLGSTSADEV. The MHC is DRB3_0202 with pseudo-sequence DRB3_0202. The binding affinity (normalized) is 0.0359. (3) The peptide sequence is DITVKNCVLKKSTNG. The MHC is HLA-DPA10103-DPB10401 with pseudo-sequence HLA-DPA10103-DPB10401. The binding affinity (normalized) is 0. (4) The peptide sequence is NLLWKQIANELNYIL. The MHC is DRB1_0802 with pseudo-sequence DRB1_0802. The binding affinity (normalized) is 0. (5) The peptide sequence is MHHLVEFEPPHAATI. The MHC is HLA-DQA10201-DQB10303 with pseudo-sequence HLA-DQA10201-DQB10303. The binding affinity (normalized) is 0.